This data is from Full USPTO retrosynthesis dataset with 1.9M reactions from patents (1976-2016). The task is: Predict the reactants needed to synthesize the given product. (1) The reactants are: Br[C:2]1[CH:11]=[CH:10][CH:9]=[C:8]2[C:3]=1[CH2:4][C:5](=[O:14])[N:6]([CH2:12][CH3:13])[CH2:7]2.C1C=CC(P(C2C(C3C(P(C4C=CC=CC=4)C4C=CC=CC=4)=CC=C4C=3C=CC=C4)=C3C(C=CC=C3)=CC=2)C2C=CC=CC=2)=CC=1.C[Si]([N-][Si](C)(C)C)(C)C.[K+].[C:71](=[NH:84])([C:78]1[CH:83]=[CH:82][CH:81]=[CH:80][CH:79]=1)[C:72]1[CH:77]=[CH:76][CH:75]=[CH:74][CH:73]=1.[NH4+].[Cl-]. Given the product [C:71](=[N:84][C:2]1[CH:11]=[CH:10][CH:9]=[C:8]2[C:3]=1[CH2:4][C:5](=[O:14])[N:6]([CH2:12][CH3:13])[CH2:7]2)([C:78]1[CH:79]=[CH:80][CH:81]=[CH:82][CH:83]=1)[C:72]1[CH:77]=[CH:76][CH:75]=[CH:74][CH:73]=1, predict the reactants needed to synthesize it. (2) Given the product [CH2:14]([O:10][C:9]1[C:2]([Cl:1])=[C:3]([C:6]([Cl:11])=[CH:7][CH:8]=1)[CH:4]=[O:5])[CH:13]=[CH2:12], predict the reactants needed to synthesize it. The reactants are: [Cl:1][C:2]1[C:9]([OH:10])=[CH:8][CH:7]=[C:6]([Cl:11])[C:3]=1[CH:4]=[O:5].[CH2:12](Br)[CH:13]=[CH2:14].C(=O)([O-])[O-].[K+].[K+].